Dataset: Reaction yield outcomes from USPTO patents with 853,638 reactions. Task: Predict the reaction yield, written as a fraction of the theoretical maximum amount of product (1.0 means a 100% yield; for example, 0.34 means a 34% yield). The reactants are [F:1][C:2]1[C:3]([C:23]2[N:27]=[CH:26][N:25](C3CCCCO3)[N:24]=2)=[CH:4][C:5]([CH3:22])=[C:6]([C:8]2[N:13]=[C:12]3[N:14]([CH:19]([CH3:21])[CH3:20])[C:15](=[O:18])[CH2:16][NH:17][C:11]3=[N:10][CH:9]=2)[CH:7]=1. The catalyst is Cl.C(=O)(O)[O-].[Na+]. The product is [F:1][C:2]1[C:3]([C:23]2[N:27]=[CH:26][NH:25][N:24]=2)=[CH:4][C:5]([CH3:22])=[C:6]([C:8]2[N:13]=[C:12]3[N:14]([CH:19]([CH3:21])[CH3:20])[C:15](=[O:18])[CH2:16][NH:17][C:11]3=[N:10][CH:9]=2)[CH:7]=1. The yield is 0.460.